From a dataset of Reaction yield outcomes from USPTO patents with 853,638 reactions. Predict the reaction yield, written as a fraction of the theoretical maximum amount of product (1.0 means a 100% yield; for example, 0.34 means a 34% yield). (1) The reactants are Cl[C:2]1[CH:7]=[CH:6][C:5]([C:8]2[C:13]([C:14]([O:16][CH3:17])=[O:15])=[CH:12][N:11]=[CH:10][CH:9]=2)=[C:4]([F:18])[CH:3]=1.C(=O)([O-])[O-].[Cs+].[Cs+].[C:25]([NH:32][C@H:33]([CH2:38][OH:39])[CH2:34][CH:35]([CH3:37])[CH3:36])([O:27][C:28]([CH3:31])([CH3:30])[CH3:29])=[O:26].C(P(C(C)(C)C)C1C=CC=CC=1C1C(C(C)C)=CC(C(C)C)=CC=1C(C)C)(C)(C)C. The catalyst is C1(C)C=CC=CC=1.C([O-])(=O)C.[Pd+2].C([O-])(=O)C. The product is [C:28]([O:27][C:25]([NH:32][C@@H:33]([CH2:34][CH:35]([CH3:37])[CH3:36])[CH2:38][O:39][C:2]1[CH:7]=[CH:6][C:5]([C:8]2[C:13]([C:14]([O:16][CH3:17])=[O:15])=[CH:12][N:11]=[CH:10][CH:9]=2)=[C:4]([F:18])[CH:3]=1)=[O:26])([CH3:31])([CH3:30])[CH3:29]. The yield is 0.600. (2) The reactants are Br[C:2]1[C:10]([CH3:11])=[CH:9][C:5]2[N:6]=[CH:7][O:8][C:4]=2[CH:3]=1.[NH2:12][C:13]1[CH:18]=[CH:17][C:16](B2OC(C)(C)C(C)(C)O2)=[CH:15][N:14]=1.[O-]P([O-])([O-])=O.[K+].[K+].[K+]. The catalyst is C(#N)C.O1CCOCC1.O.CC(P(C(C)(C)C)C1C=CC(N(C)C)=CC=1)(C)C.CC(P(C(C)(C)C)C1C=CC(N(C)C)=CC=1)(C)C.Cl[Pd]Cl. The product is [CH3:11][C:10]1[C:2]([C:16]2[CH:17]=[CH:18][C:13]([NH2:12])=[N:14][CH:15]=2)=[CH:3][C:4]2[O:8][CH:7]=[N:6][C:5]=2[CH:9]=1. The yield is 0.825. (3) The reactants are O[CH2:2][C:3]1[S:7][C:6]([C:8]2[CH:15]=[CH:14][CH:13]=[CH:12][C:9]=2[C:10]#[N:11])=[CH:5][CH:4]=1.[Br-:16].[Br-].[Br-].P. The catalyst is C1(C)C=CC=CC=1. The product is [Br:16][CH2:2][C:3]1[S:7][C:6]([C:8]2[CH:15]=[CH:14][CH:13]=[CH:12][C:9]=2[C:10]#[N:11])=[CH:5][CH:4]=1. The yield is 0.950. (4) The reactants are [CH3:1][O:2][CH2:3][CH2:4][CH2:5][C:6](=[O:13])[CH2:7][C:8]([O:10][CH2:11][CH3:12])=[O:9].[C:14](O[K])(C)(C)[CH3:15]. The catalyst is C1COCC1. The product is [CH2:14]([CH:7]([C:6](=[O:13])[CH2:5][CH2:4][CH2:3][O:2][CH3:1])[C:8]([O:10][CH2:11][CH3:12])=[O:9])[CH3:15]. The yield is 0.536. (5) The reactants are C([O:8][C:9]1[CH:19]=[CH:18][C:12]([C:13]([N:15]([CH3:17])[CH3:16])=[O:14])=[CH:11][C:10]=1[C:20]([NH:22][C:23]1[CH:28]=[C:27]([C:29]([F:32])([F:31])[F:30])[CH:26]=[C:25]([C:33]([F:36])([F:35])[F:34])[CH:24]=1)=[O:21])C1C=CC=CC=1.C(O)C. The catalyst is [Pd].C(OCC)(=O)C. The product is [F:30][C:29]([F:31])([F:32])[C:27]1[CH:28]=[C:23]([NH:22][C:20](=[O:21])[C:10]2[CH:11]=[C:12]([CH:18]=[CH:19][C:9]=2[OH:8])[C:13]([N:15]([CH3:17])[CH3:16])=[O:14])[CH:24]=[C:25]([C:33]([F:35])([F:34])[F:36])[CH:26]=1. The yield is 0.912. (6) The catalyst is C(Cl)Cl. The reactants are [Br:1][C:2]1[CH:7]=[CH:6][C:5]([N:8]=[C:9]=[O:10])=[CH:4][C:3]=1[C:11]([F:14])([F:13])[F:12].[CH3:15][NH:16][C:17]([C:19]1[CH:24]=[C:23]([O:25][C:26]2[CH:32]=[CH:31][C:29]([NH2:30])=[CH:28][CH:27]=2)[CH:22]=[CH:21][N:20]=1)=[O:18]. The yield is 0.900. The product is [Br:1][C:2]1[CH:7]=[CH:6][C:5]([NH:8][C:9]([NH:30][C:29]2[CH:28]=[CH:27][C:26]([O:25][C:23]3[CH:22]=[CH:21][N:20]=[C:19]([C:17](=[O:18])[NH:16][CH3:15])[CH:24]=3)=[CH:32][CH:31]=2)=[O:10])=[CH:4][C:3]=1[C:11]([F:12])([F:13])[F:14]. (7) The reactants are [BH4-].[Na+].[F:3][C:4]1([F:38])[O:8][C:7]2[CH:9]=[CH:10][C:11]([C:13]3([C:16]([NH:18][C:19]4[N:24]=[C:23]([C:25]5[CH:26]=[C:27]([CH:31]=[CH:32][CH:33]=5)[C:28]([OH:30])=[O:29])[C:22]([C:34](OC)=[O:35])=[CH:21][CH:20]=4)=[O:17])[CH2:15][CH2:14]3)=[CH:12][C:6]=2[O:5]1. The catalyst is C1COCC1. The product is [F:38][C:4]1([F:3])[O:8][C:7]2[CH:9]=[CH:10][C:11]([C:13]3([C:16]([NH:18][C:19]4[N:24]=[C:23]([C:25]5[CH:26]=[C:27]([CH:31]=[CH:32][CH:33]=5)[C:28]([OH:30])=[O:29])[C:22]([CH2:34][OH:35])=[CH:21][CH:20]=4)=[O:17])[CH2:14][CH2:15]3)=[CH:12][C:6]=2[O:5]1. The yield is 0.400. (8) The yield is 0.730. The product is [CH3:1][O:2][C:3]1[CH:4]=[C:5]([CH2:20][C:21]([N:38]2[CH2:39][C@@H:35]([O:34][C:25]3[CH:26]=[CH:27][C:28]4[C:33](=[CH:32][CH:31]=[CH:30][CH:29]=4)[CH:24]=3)[CH2:36][C@H:37]2[CH2:40][O:41][C:42]2[CH:43]=[CH:44][C:45]([C:46]([O:48][CH3:49])=[O:47])=[CH:50][CH:51]=2)=[O:23])[CH:6]=[CH:7][C:8]=1[NH:9][C:10]([NH:12][C:13]1[CH:18]=[CH:17][CH:16]=[CH:15][C:14]=1[CH3:19])=[O:11]. The reactants are [CH3:1][O:2][C:3]1[CH:4]=[C:5]([CH2:20][C:21]([OH:23])=O)[CH:6]=[CH:7][C:8]=1[NH:9][C:10]([NH:12][C:13]1[CH:18]=[CH:17][CH:16]=[CH:15][C:14]=1[CH3:19])=[O:11].[CH:24]1[C:33]2[C:28](=[CH:29][CH:30]=[CH:31][CH:32]=2)[CH:27]=[CH:26][C:25]=1[O:34][C@@H:35]1[CH2:39][NH:38][C@H:37]([CH2:40][O:41][C:42]2[CH:51]=[CH:50][C:45]([C:46]([O:48][CH3:49])=[O:47])=[CH:44][CH:43]=2)[CH2:36]1.CCN=C=NCCCN(C)C.Cl. The catalyst is CN(C1C=CN=CC=1)C.CN(C=O)C.